Binary Classification. Given a miRNA mature sequence and a target amino acid sequence, predict their likelihood of interaction. From a dataset of Experimentally validated miRNA-target interactions with 360,000+ pairs, plus equal number of negative samples. The miRNA is hsa-miR-192-3p with sequence CUGCCAAUUCCAUAGGUCACAG. The protein sequence of the target gene is MANSANTNTVPKLYRSVIEDVINDVRDIFLDDGVDEQVLMELKTLWENKLMQSRAVDGFHSEEQQLLLQVQQQHQPQQQQHHHHHHHQQAQPQQTVPQQAQTQQVLIPASQQATAPQVIVPDSKLIQHMNASNMSAAATAATLALPAGVTPVQQILTNSGQLLQVVRAANGAQYIFQPQQSVVLQQQVIPQMQPGGVQAPVIQQVLAPLPGGISPQTGVIIQPQQILFTGNKTQVIPTTVAAPTPAQAQITATGQQQPQAQPAQTQAPLVLQVDGTGDTSSEEDEDEEEDYDDDEEEDKE.... Result: 1 (interaction).